Dataset: Forward reaction prediction with 1.9M reactions from USPTO patents (1976-2016). Task: Predict the product of the given reaction. (1) Given the reactants Br[C:2]1[C:10]2[CH:9]=[CH:8][S:7][C:6]=2[CH:5]=[CH:4][CH:3]=1.[Mg].II.CON(C)[C:17](=[O:22])[CH2:18][CH2:19][CH:20]=[CH2:21], predict the reaction product. The product is: [S:7]1[CH:8]=[CH:9][C:10]2[C:2]([C:17](=[O:22])[CH2:18][CH2:19][CH:20]=[CH2:21])=[CH:3][CH:4]=[CH:5][C:6]1=2. (2) Given the reactants [O:1]1[C:5]2([CH2:10][CH2:9][NH:8][CH2:7][CH2:6]2)[O:4][CH2:3][CH2:2]1.[CH2:11]([N:18]([C:29]1[CH:34]=[CH:33][C:32]([O:35][CH3:36])=[C:31]([O:37][CH3:38])[CH:30]=1)[S:19]([C:22]1[CH:27]=[CH:26][C:25](F)=[CH:24][CH:23]=1)(=[O:21])=[O:20])[C:12]1[CH:17]=[CH:16][CH:15]=[CH:14][CH:13]=1.C(=O)([O-])[O-].[K+].[K+], predict the reaction product. The product is: [CH2:11]([N:18]([C:29]1[CH:34]=[CH:33][C:32]([O:35][CH3:36])=[C:31]([O:37][CH3:38])[CH:30]=1)[S:19]([C:22]1[CH:27]=[CH:26][C:25]([N:8]2[CH2:9][CH2:10][C:5]3([O:4][CH2:3][CH2:2][O:1]3)[CH2:6][CH2:7]2)=[CH:24][CH:23]=1)(=[O:21])=[O:20])[C:12]1[CH:17]=[CH:16][CH:15]=[CH:14][CH:13]=1. (3) Given the reactants Cl[C:2]([C:14]1[CH:19]=[CH:18][C:17]([NH:20][C:21](=[O:27])[O:22][C:23]([CH3:26])([CH3:25])[CH3:24])=[CH:16][CH:15]=1)([C:7]1[CH:12]=[CH:11][C:10]([Cl:13])=[CH:9][CH:8]=1)[C:3]([F:6])([F:5])[F:4].Cl.[Cl:29][C:30]1[CH:31]=[N:32][NH:33][CH:34]=1.C(=O)([O-])[O-].[K+].[K+].[I-].[K+], predict the reaction product. The product is: [Cl:13][C:10]1[CH:11]=[CH:12][C:7]([C:2]([C:14]2[CH:19]=[CH:18][C:17]([NH:20][C:21](=[O:27])[O:22][C:23]([CH3:26])([CH3:25])[CH3:24])=[CH:16][CH:15]=2)([N:32]2[CH:31]=[C:30]([Cl:29])[CH:34]=[N:33]2)[C:3]([F:6])([F:5])[F:4])=[CH:8][CH:9]=1. (4) Given the reactants [H-].[Na+].[OH:3][C:4]1[CH:9]=[CH:8][C:7]([C:10]2[S:11][C:12]3[CH2:13][N:14]([C:19]([O:21][C:22]([CH3:25])([CH3:24])[CH3:23])=[O:20])[CH2:15][CH2:16][C:17]=3[N:18]=2)=[CH:6][CH:5]=1.CC1C=CC(S(O[C@H:37]2[CH2:40][C@@H:39]([N:41]3[CH2:46][CH2:45][CH2:44][CH2:43][CH2:42]3)[CH2:38]2)(=O)=O)=CC=1, predict the reaction product. The product is: [N:41]1([C@H:39]2[CH2:40][C@H:37]([O:3][C:4]3[CH:9]=[CH:8][C:7]([C:10]4[S:11][C:12]5[CH2:13][N:14]([C:19]([O:21][C:22]([CH3:25])([CH3:24])[CH3:23])=[O:20])[CH2:15][CH2:16][C:17]=5[N:18]=4)=[CH:6][CH:5]=3)[CH2:38]2)[CH2:46][CH2:45][CH2:44][CH2:43][CH2:42]1. (5) Given the reactants N12CCCN=C1CCCCC2.[F:12][C:13]([F:28])([F:27])[C:14]1[N:19]=[CH:18][N:17]=[C:16]([C:20]2[NH:21][O:22][C:23](=[O:25])[N:24]=2)[C:15]=1[Br:26].[N:29]1([C:34](Cl)=[O:35])[CH2:33][CH2:32][CH2:31][CH2:30]1, predict the reaction product. The product is: [N:29]1([C:34]([N:24]2[C:23](=[O:25])[O:22][N:21]=[C:20]2[C:16]2[C:15]([Br:26])=[C:14]([C:13]([F:12])([F:27])[F:28])[N:19]=[CH:18][N:17]=2)=[O:35])[CH2:33][CH2:32][CH2:31][CH2:30]1. (6) Given the reactants [CH3:1][O:2][CH2:3][CH2:4][O:5][C:6]1[CH:7]=[C:8]([C:17]2[CH:22]=[C:21]([C:23]3[CH:28]=[CH:27][CH:26]=[C:25]([N+:29]([O-])=O)[CH:24]=3)[N:20]=[C:19]([C:32]3[CH:37]=[CH:36][CH:35]=[C:34]([N+:38]([O-])=O)[CH:33]=3)[CH:18]=2)[CH:9]=[CH:10][C:11]=1[O:12][CH2:13][CH2:14][O:15][CH3:16].O.NN, predict the reaction product. The product is: [NH2:38][C:34]1[CH:33]=[C:32]([C:19]2[N:20]=[C:21]([C:23]3[CH:24]=[C:25]([CH:26]=[CH:27][CH:28]=3)[NH2:29])[CH:22]=[C:17]([C:8]3[CH:9]=[CH:10][C:11]([O:12][CH2:13][CH2:14][O:15][CH3:16])=[C:6]([O:5][CH2:4][CH2:3][O:2][CH3:1])[CH:7]=3)[CH:18]=2)[CH:37]=[CH:36][CH:35]=1. (7) The product is: [F:6][C:7]1[CH:33]=[CH:32][C:10]([C:11]([C:13]2[CH:14]=[N:15][C:16]([N:19]3[CH2:24][CH2:23][N:22]([C:25]([O:27][C:28]([CH3:31])([CH3:30])[CH3:29])=[O:26])[CH2:21][CH2:20]3)=[N:17][CH:18]=2)=[CH2:2])=[CH:9][CH:8]=1. Given the reactants [Li][CH2:2]CCC.[F:6][C:7]1[CH:33]=[CH:32][C:10]([C:11]([C:13]2[CH:14]=[N:15][C:16]([N:19]3[CH2:24][CH2:23][N:22]([C:25]([O:27][C:28]([CH3:31])([CH3:30])[CH3:29])=[O:26])[CH2:21][CH2:20]3)=[N:17][CH:18]=2)=O)=[CH:9][CH:8]=1, predict the reaction product.